The task is: Predict the reactants needed to synthesize the given product.. This data is from Full USPTO retrosynthesis dataset with 1.9M reactions from patents (1976-2016). (1) Given the product [CH3:12][O:3][CH:4]([CH2:8][S:9][CH3:10])[C:5]([OH:7])=[O:6], predict the reactants needed to synthesize it. The reactants are: [H-].[Na+].[OH:3][CH:4]([CH2:8][S:9][CH3:10])[C:5]([OH:7])=[O:6].I[CH3:12]. (2) The reactants are: [F:1][C:2]([F:17])([F:16])[C:3]1[CH:4]=[C:5]([CH2:13][C:14]#[N:15])[CH:6]=[C:7]([C:9]([F:12])([F:11])[F:10])[CH:8]=1.C[Si](C)(C)N[Si](C)(C)C.[Na].Br[CH2:29][C:30]([O:32][CH2:33][CH3:34])=[O:31]. Given the product [F:1][C:2]([F:16])([F:17])[C:3]1[CH:4]=[C:5]([CH:13]([C:14]#[N:15])[CH2:29][C:30]([O:32][CH2:33][CH3:34])=[O:31])[CH:6]=[C:7]([C:9]([F:10])([F:11])[F:12])[CH:8]=1, predict the reactants needed to synthesize it.